This data is from Catalyst prediction with 721,799 reactions and 888 catalyst types from USPTO. The task is: Predict which catalyst facilitates the given reaction. (1) The catalyst class is: 60. Product: [Cl:13][C:14]1[CH:20]=[CH:19][C:18]([S:21]([N:24]2[C:33]3[C:28](=[CH:29][CH:30]=[CH:31][CH:32]=3)[CH2:27][CH2:26][CH2:25]2)(=[O:22])=[O:23])=[CH:17][C:15]=1[NH:16][C:2]1[C:7]([C:8]([O:10][CH2:11][CH3:12])=[O:9])=[CH:6][N:5]=[CH:4][N:3]=1. Reactant: Cl[C:2]1[C:7]([C:8]([O:10][CH2:11][CH3:12])=[O:9])=[CH:6][N:5]=[CH:4][N:3]=1.[Cl:13][C:14]1[CH:20]=[CH:19][C:18]([S:21]([N:24]2[C:33]3[C:28](=[CH:29][CH:30]=[CH:31][CH:32]=3)[CH2:27][CH2:26][CH2:25]2)(=[O:23])=[O:22])=[CH:17][C:15]=1[NH2:16].[H-].[Na+].Cl. (2) Product: [O:16]1[C:21]2[CH:22]=[CH:23][C:24]([CH2:26][N:27]([CH:35]3[CH2:40][CH2:39][N:38]([CH2:13][CH2:12][N:5]4[C:6]5[C:11](=[CH:10][CH:9]=[CH:8][CH:7]=5)[C:2]([Cl:1])=[CH:3][C:4]4=[O:15])[CH2:37][CH2:36]3)[C:28](=[O:34])[O:29][C:30]([CH3:33])([CH3:31])[CH3:32])=[CH:25][C:20]=2[O:19][CH2:18][CH2:17]1. The catalyst class is: 671. Reactant: [Cl:1][C:2]1[C:11]2[C:6](=[CH:7][CH:8]=[CH:9][CH:10]=2)[N:5]([CH2:12][CH:13]=O)[C:4](=[O:15])[CH:3]=1.[O:16]1[C:21]2[CH:22]=[CH:23][C:24]([CH2:26][N:27]([CH:35]3[CH2:40][CH2:39][NH:38][CH2:37][CH2:36]3)[C:28](=[O:34])[O:29][C:30]([CH3:33])([CH3:32])[CH3:31])=[CH:25][C:20]=2[O:19][CH2:18][CH2:17]1.C(O[BH-](OC(=O)C)OC(=O)C)(=O)C.[Na+].C(=O)([O-])O.[Na+].